Dataset: Peptide-MHC class I binding affinity with 185,985 pairs from IEDB/IMGT. Task: Regression. Given a peptide amino acid sequence and an MHC pseudo amino acid sequence, predict their binding affinity value. This is MHC class I binding data. (1) The peptide sequence is YTGDPDSVI. The MHC is Patr-B0101 with pseudo-sequence Patr-B0101. The binding affinity (normalized) is 0.644. (2) The peptide sequence is YLDNVGVHI. The MHC is HLA-B18:01 with pseudo-sequence HLA-B18:01. The binding affinity (normalized) is 0.0847. (3) The peptide sequence is ILHNIYRLFT. The MHC is HLA-A68:02 with pseudo-sequence HLA-A68:02. The binding affinity (normalized) is 0.0185.